From a dataset of Forward reaction prediction with 1.9M reactions from USPTO patents (1976-2016). Predict the product of the given reaction. (1) Given the reactants [NH2:1][C:2]1[CH:7]=[CH:6][C:5]([N:8]2[C:14](=[O:15])[CH2:13][C:12](=[O:16])[NH:11][C:10]3[C:17]4[C:22]([CH:23]=[CH:24][C:9]2=3)=[CH:21][CH:20]=[CH:19][CH:18]=4)=[CH:4][CH:3]=1.Cl.[N:26]1[CH:31]=[CH:30][CH:29]=[C:28]([O:32][CH2:33][C:34](O)=[O:35])[CH:27]=1.CCN=C=NCCCN(C)C.Cl.N1C=CC=CC=1, predict the reaction product. The product is: [N:26]1[CH:31]=[CH:30][CH:29]=[C:28]([O:32][CH2:33][C:34]([NH:1][C:2]2[CH:7]=[CH:6][C:5]([N:8]3[C:14](=[O:15])[CH2:13][C:12](=[O:16])[NH:11][C:10]4[C:17]5[C:22]([CH:23]=[CH:24][C:9]3=4)=[CH:21][CH:20]=[CH:19][CH:18]=5)=[CH:4][CH:3]=2)=[O:35])[CH:27]=1. (2) Given the reactants Br.[F:2][C:3]1[CH:16]=[CH:15][C:6]([C:7]([CH:9]2[CH2:14][CH2:13][NH:12][CH2:11][CH2:10]2)=[O:8])=[CH:5][CH:4]=1.Br[CH2:18][CH2:19][CH2:20][OH:21].C(=O)([O-])[O-].[K+].[K+], predict the reaction product. The product is: [F:2][C:3]1[CH:4]=[CH:5][C:6]([C:7]([CH:9]2[CH2:14][CH2:13][N:12]([CH2:18][CH2:19][CH2:20][OH:21])[CH2:11][CH2:10]2)=[O:8])=[CH:15][CH:16]=1. (3) The product is: [Br:1][C:2]1[CH:7]=[CH:6][C:5]([CH2:8][CH:9]2[CH2:10][CH2:11][N:12]([CH2:27][CH2:28][C:29]3[CH:30]=[C:31]4[C:36](=[CH:37][CH:38]=3)[O:35][CH2:34][CH2:33][C:32]4=[O:39])[CH2:13][CH2:14]2)=[CH:4][C:3]=1[OH:15]. Given the reactants [Br:1][C:2]1[CH:7]=[CH:6][C:5]([CH2:8][CH:9]2[CH2:14][CH2:13][NH:12][CH2:11][CH2:10]2)=[CH:4][C:3]=1[OH:15].CC1C=CC(S(O[CH2:27][CH2:28][C:29]2[CH:30]=[C:31]3[C:36](=[CH:37][CH:38]=2)[O:35][CH2:34][CH2:33][C:32]3=[O:39])(=O)=O)=CC=1.C(=O)([O-])[O-].[K+].[K+].O, predict the reaction product. (4) The product is: [NH2:22][C:2]1[C:7]2[C:8](=[O:21])[N:9]([C:13]3[CH:18]=[CH:17][C:16]([I:19])=[C:15]([Cl:20])[CH:14]=3)[CH2:10][CH2:11][O:12][C:6]=2[N:5]=[CH:4][N:3]=1. Given the reactants Cl[C:2]1[C:7]2[C:8](=[O:21])[N:9]([C:13]3[CH:18]=[CH:17][C:16]([I:19])=[C:15]([Cl:20])[CH:14]=3)[CH2:10][CH2:11][O:12][C:6]=2[N:5]=[CH:4][N:3]=1.[NH3:22], predict the reaction product.